Dataset: HIV replication inhibition screening data with 41,000+ compounds from the AIDS Antiviral Screen. Task: Binary Classification. Given a drug SMILES string, predict its activity (active/inactive) in a high-throughput screening assay against a specified biological target. (1) The molecule is Oc1ccc(Br)cc1C=Nc1c(NC2CCCCC2)oc2ccc(Br)cc12. The result is 0 (inactive). (2) The molecule is O=C1c2ccccc2C(=O)C1C(c1ccc([N+](=O)[O-])cc1)C1C(=O)c2ccccc2C1=O. The result is 0 (inactive). (3) The molecule is CCc1c(C#N)c(=O)[nH]c(=O)n1CCN1CCN(C(=O)NCCCCCCNC(=O)N2CCN(CCn3c(CC)c(C#N)c(=O)[nH]c3=O)CC2)CC1. The result is 0 (inactive). (4) The drug is Cn1[nH]c(=O)ccc1=O. The result is 0 (inactive). (5) The drug is Brc1ccc(N=c2nc3ccccn3n3nc(-c4ccccc4)cc23)cc1. The result is 0 (inactive). (6) The compound is Cc1cc(Cc2cc(C)c(S)c(C(=O)O)c2)cc(C(=O)O)c1S.N. The result is 1 (active).